Dataset: Catalyst prediction with 721,799 reactions and 888 catalyst types from USPTO. Task: Predict which catalyst facilitates the given reaction. (1) Reactant: Cl.[NH2:2][C@@H:3]([C@@H:14]([CH3:17])[CH2:15][CH3:16])[C:4]([N:6]1[CH2:10][C@@H:9]([F:11])[CH2:8][C@H:7]1[C:12]#[N:13])=[O:5].[BrH:18].CCCCC. Product: [BrH:18].[NH2:2][C@@H:3]([C@@H:14]([CH3:17])[CH2:15][CH3:16])[C:4]([N:6]1[CH2:10][C@@H:9]([F:11])[CH2:8][C@H:7]1[C:12]#[N:13])=[O:5]. The catalyst class is: 8. (2) The catalyst class is: 6. Product: [Br:6][C:7]1[S:8][C:9]([CH:5]([C:4]2[CH:13]=[CH:14][C:15]([CH3:16])=[CH:2][CH:3]=2)[OH:1])=[CH:10][CH:11]=1. Reactant: [O:1]1[CH2:5][CH2:4][CH2:3][CH2:2]1.[Br:6][C:7]1[S:8][C:9](Br)=[CH:10][CH:11]=1.[CH2:13]([Li])[CH2:14][CH2:15][CH3:16]. (3) Reactant: [N+:1]([C:4]1[CH:11]=[CH:10][C:7]([CH2:8]Br)=[CH:6][CH:5]=1)([O-:3])=[O:2].[N:12]1[CH:17]=[CH:16][CH:15]=[CH:14][C:13]=1[CH2:18][OH:19].[OH-].[Na+]. Product: [N+:1]([C:4]1[CH:11]=[CH:10][C:7]([CH2:8][O:19][CH2:18][C:13]2[CH:14]=[CH:15][CH:16]=[CH:17][N:12]=2)=[CH:6][CH:5]=1)([O-:3])=[O:2]. The catalyst class is: 7. (4) Reactant: [F:1][C:2]1[CH:3]=[C:4]([CH:8]=[C:9]([O:14][CH3:15])[C:10]=1[N+:11]([O-])=O)[C:5]([OH:7])=[O:6].CC(O)=O.[H][H]. Product: [NH2:11][C:10]1[C:9]([O:14][CH3:15])=[CH:8][C:4]([C:5]([OH:7])=[O:6])=[CH:3][C:2]=1[F:1]. The catalyst class is: 5. (5) Product: [N:14]1([C:49]([C:34]2[CH:35]=[C:36]3[C:41](=[C:32]([CH:30]([NH:29][C:24]4[CH:23]=[C:22]([F:21])[CH:27]=[C:26]([F:28])[CH:25]=4)[CH3:31])[CH:33]=2)[O:40][C:39]([N:42]2[CH2:47][CH2:46][O:45][CH2:44][CH2:43]2)=[CH:38][C:37]3=[O:48])=[O:51])[CH2:17][CH2:18][CH2:19]1. Reactant: [B-](F)(F)(F)F.CN(C(O[N:14]1[C:19](=O)[CH2:18][CH2:17]C1=O)=[N+](C)C)C.[F:21][C:22]1[CH:23]=[C:24]([NH:29][CH:30]([C:32]2[CH:33]=[C:34]([C:49]([OH:51])=O)[CH:35]=[C:36]3[C:41]=2[O:40][C:39]([N:42]2[CH2:47][CH2:46][O:45][CH2:44][CH2:43]2)=[CH:38][C:37]3=[O:48])[CH3:31])[CH:25]=[C:26]([F:28])[CH:27]=1.C(N(C(C)C)C(C)C)C.N1CCC1. The catalyst class is: 59. (6) Reactant: [OH:1][CH2:2][C:3]1[N:8]=[CH:7][C:6]2[N:9]([C:12]3[S:16][C:15]([C:17]([NH2:19])=[O:18])=[C:14]([O:20][CH2:21][C:22]4[CH:27]=[CH:26][CH:25]=[CH:24][C:23]=4[C:28]([F:31])([F:30])[F:29])[CH:13]=3)[CH:10]=[N:11][C:5]=2[CH:4]=1.[CH3:32][S:33](O[S:33]([CH3:32])(=[O:35])=[O:34])(=[O:35])=[O:34].C(N(CC)CC)C. Product: [CH3:32][S:33]([O:1][CH2:2][C:3]1[N:8]=[CH:7][C:6]2[N:9]([C:12]3[S:16][C:15]([C:17](=[O:18])[NH2:19])=[C:14]([O:20][CH2:21][C:22]4[CH:27]=[CH:26][CH:25]=[CH:24][C:23]=4[C:28]([F:29])([F:30])[F:31])[CH:13]=3)[CH:10]=[N:11][C:5]=2[CH:4]=1)(=[O:35])=[O:34]. The catalyst class is: 4. (7) Reactant: [OH:1][C:2]1[CH:7]=[CH:6][C:5]([CH2:8][CH2:9][NH:10][C:11](=[O:26])[CH:12]([O:16][C:17]2[CH:22]=[CH:21][C:20]([C:23]#[N:24])=[C:19]([Cl:25])[CH:18]=2)[CH2:13][CH2:14][CH3:15])=[CH:4][CH:3]=1. The catalyst class is: 6. Product: [OH:1][C:2]1[CH:7]=[CH:6][C:5]([CH2:8][CH2:9][NH:10][C:11](=[O:26])[C@@H:12]([O:16][C:17]2[CH:22]=[CH:21][C:20]([C:23]#[N:24])=[C:19]([Cl:25])[CH:18]=2)[CH2:13][CH2:14][CH3:15])=[CH:4][CH:3]=1. (8) The catalyst class is: 37. Product: [NH2:18][C:19]1[N:20]=[C:21]([NH:27][C:28]2[CH:29]=[CH:30][C:31]([C:32]#[N:33])=[CH:34][CH:35]=2)[N:22]=[C:23]([O:1][C:2]2[C:3]([CH3:11])=[CH:4][C:5]([C:6]#[N:7])=[CH:8][C:9]=2[CH3:10])[C:24]=1[Br:25]. Reactant: [OH:1][C:2]1[C:9]([CH3:10])=[CH:8][C:5]([C:6]#[N:7])=[CH:4][C:3]=1[CH3:11].C([O-])([O-])=O.[K+].[K+].[NH2:18][C:19]1[C:24]([Br:25])=[C:23](Cl)[N:22]=[C:21]([NH:27][C:28]2[CH:35]=[CH:34][C:31]([C:32]#[N:33])=[CH:30][CH:29]=2)[N:20]=1.O. (9) Reactant: Br[C:2]1[C:3](=[O:10])[N:4]([CH3:9])[CH:5]=[C:6]([Br:8])[CH:7]=1.[CH2:11]([C:13]1[NH:17][N:16]=[C:15]([NH2:18])[CH:14]=1)[CH3:12].CC1(C)C2C=CC=C(P(C3C=CC=CC=3)C3C=CC=CC=3)C=2OC2C1=CC=CC=2P(C1C=CC=CC=1)C1C=CC=CC=1.C([O-])([O-])=O.[Cs+].[Cs+]. Product: [Br:8][C:6]1[CH:7]=[C:2]([NH:18][C:15]2[CH:14]=[C:13]([CH2:11][CH3:12])[NH:17][N:16]=2)[C:3](=[O:10])[N:4]([CH3:9])[CH:5]=1. The catalyst class is: 102.